This data is from Reaction yield outcomes from USPTO patents with 853,638 reactions. The task is: Predict the reaction yield, written as a fraction of the theoretical maximum amount of product (1.0 means a 100% yield; for example, 0.34 means a 34% yield). (1) The reactants are Br[C:2]1[CH:3]=[C:4]2[C:10]([C:11]3[CH:12]=[N:13][N:14]([CH2:16][C:17]4[CH:22]=[C:21]([F:23])[CH:20]=[C:19]([F:24])[CH:18]=4)[CH:15]=3)=[CH:9][N:8]([S:25]([C:28]3[CH:34]=[CH:33][C:31]([CH3:32])=[CH:30][CH:29]=3)(=[O:27])=[O:26])[C:5]2=[N:6][CH:7]=1.[F:35][C:36]1[CH:41]=[CH:40][C:39](B2OC(C)(C)C(C)(C)O2)=[CH:38][C:37]=1[NH:51][S:52]([CH3:55])(=[O:54])=[O:53].C(=O)([O-])[O-].[Na+].[Na+]. The catalyst is COCCOC.O.Cl[Pd](Cl)([P](C1C=CC=CC=1)(C1C=CC=CC=1)C1C=CC=CC=1)[P](C1C=CC=CC=1)(C1C=CC=CC=1)C1C=CC=CC=1. The product is [F:24][C:19]1[CH:18]=[C:17]([CH:22]=[C:21]([F:23])[CH:20]=1)[CH2:16][N:14]1[CH:15]=[C:11]([C:10]2[C:4]3[C:5](=[N:6][CH:7]=[C:2]([C:39]4[CH:40]=[CH:41][C:36]([F:35])=[C:37]([NH:51][S:52]([CH3:55])(=[O:54])=[O:53])[CH:38]=4)[CH:3]=3)[N:8]([S:25]([C:28]3[CH:34]=[CH:33][C:31]([CH3:32])=[CH:30][CH:29]=3)(=[O:26])=[O:27])[CH:9]=2)[CH:12]=[N:13]1. The yield is 0.262. (2) The reactants are [OH:1][C:2]1[CH:7]=[CH:6][C:5]([C:8]2([C:14]#[N:15])[CH2:13][CH2:12][O:11][CH2:10][CH2:9]2)=[CH:4][CH:3]=1.[CH3:16][C:17]([CH3:26])([CH2:20][N:21]1[CH2:25][CH2:24][CH2:23][CH2:22]1)[CH2:18]O.C1C=CC(P(C2C=CC=CC=2)C2C=CC=CC=2)=CC=1.CC(OC(/N=N/C(OC(C)C)=O)=O)C. The catalyst is C(Cl)Cl.CO.C1COCC1. The product is [CH3:16][C:17]([CH3:26])([CH2:20][N:21]1[CH2:25][CH2:24][CH2:23][CH2:22]1)[CH2:18][O:1][C:2]1[CH:7]=[CH:6][C:5]([C:8]2([C:14]#[N:15])[CH2:13][CH2:12][O:11][CH2:10][CH2:9]2)=[CH:4][CH:3]=1. The yield is 0.0500. (3) The reactants are [C:1]([O:4][CH2:5][C@@H:6]1[C@@H:13]2[C@@H:9]([O:10][C:11]([CH3:15])([CH3:14])[O:12]2)[C@H:8]([N:16]2[CH:24]=[N:23][C:22]3[C:17]2=[N:18][CH:19]=[N:20][C:21]=3Cl)[O:7]1)(=[O:3])[CH3:2].[Cl-].[F:27][C:28]1[CH:35]=[CH:34][C:31]([CH2:32][Zn+])=[CH:30][CH:29]=1.[NH4+].[Cl-].C(N(CC([O-])=O)CC(O)=O)CN(CC([O-])=O)CC(O)=O.[Na+].[Na+]. The catalyst is O1CCCC1.C1C=CC([P]([Pd]([P](C2C=CC=CC=2)(C2C=CC=CC=2)C2C=CC=CC=2)([P](C2C=CC=CC=2)(C2C=CC=CC=2)C2C=CC=CC=2)[P](C2C=CC=CC=2)(C2C=CC=CC=2)C2C=CC=CC=2)(C2C=CC=CC=2)C2C=CC=CC=2)=CC=1. The product is [C:1]([O:4][CH2:5][C@@H:6]1[C@@H:13]2[C@@H:9]([O:10][C:11]([CH3:15])([CH3:14])[O:12]2)[C@H:8]([N:16]2[CH:24]=[N:23][C:22]3[C:17]2=[N:18][CH:19]=[N:20][C:21]=3[CH2:32][C:31]2[CH:34]=[CH:35][C:28]([F:27])=[CH:29][CH:30]=2)[O:7]1)(=[O:3])[CH3:2]. The yield is 0.730. (4) The reactants are [CH3:1][O:2][C:3]([CH:5]([CH2:9][C:10]1[CH:15]=[CH:14][C:13]([O:16][CH2:17][CH2:18][O:19][C:20]2[CH:29]=[CH:28][C:27]3[C:26]([CH3:31])([CH3:30])[CH2:25][CH2:24][C:23]([CH3:33])([CH3:32])[C:22]=3[CH:21]=2)=[CH:12][CH:11]=1)[C:6](O)=[O:7])=[O:4].S(Cl)(Cl)=O.[NH3:38]. The catalyst is C1C=CC=CC=1.C(OCC)(=O)C. The product is [C:6]([CH:5]([CH2:9][C:10]1[CH:15]=[CH:14][C:13]([O:16][CH2:17][CH2:18][O:19][C:20]2[CH:29]=[CH:28][C:27]3[C:26]([CH3:31])([CH3:30])[CH2:25][CH2:24][C:23]([CH3:33])([CH3:32])[C:22]=3[CH:21]=2)=[CH:12][CH:11]=1)[C:3]([O:2][CH3:1])=[O:4])(=[O:7])[NH2:38]. The yield is 0.560. (5) The reactants are Br[C:2]1[CH:9]=[CH:8][C:5]([CH:6]=[O:7])=[CH:4][CH:3]=1.[F:10][C:11]([F:19])([F:18])[CH2:12][CH2:13][B-](F)(F)F. No catalyst specified. The product is [F:10][C:11]([F:19])([F:18])[CH2:12][CH2:13][C:2]1[CH:9]=[CH:8][C:5]([CH:6]=[O:7])=[CH:4][CH:3]=1. The yield is 0.890. (6) The reactants are [CH3:1][O:2][CH2:3][CH:4]1[CH2:8][N:7]([C:9](=[O:20])[CH:10]([NH:15][C:16](=[O:19])[O:17][CH3:18])[CH:11]([O:13][CH3:14])[CH3:12])[CH:6]([C:21]2[NH:25][C:24]3[C:26]4[C:31]([CH:32]=[CH:33][C:23]=3[N:22]=2)=[CH:30][C:29]2[C:34]3[C:39]([CH2:40][O:41][C:28]=2[CH:27]=4)=[CH:38][C:37](B2OC(C)(C)C(C)(C)O2)=[CH:36][CH:35]=3)[CH2:5]1.I[C:52]1[NH:56][C:55]([C@@H:57]2[CH2:61][CH2:60][CH2:59][N:58]2[C:62]([O:64][C:65]([CH3:68])([CH3:67])[CH3:66])=[O:63])=[N:54][CH:53]=1.C(=O)([O-])[O-].[K+].[K+]. The catalyst is CS(C)=O.O1CCOCC1.CCOC(C)=O.C1C=CC([P]([Pd]([P](C2C=CC=CC=2)(C2C=CC=CC=2)C2C=CC=CC=2)([P](C2C=CC=CC=2)(C2C=CC=CC=2)C2C=CC=CC=2)[P](C2C=CC=CC=2)(C2C=CC=CC=2)C2C=CC=CC=2)(C2C=CC=CC=2)C2C=CC=CC=2)=CC=1.C1C=CC(P(C2C=CC=CC=2)[C-]2C=CC=C2)=CC=1.C1C=CC(P(C2C=CC=CC=2)[C-]2C=CC=C2)=CC=1.Cl[Pd]Cl.[Fe+2]. The product is [CH3:18][O:17][C:16]([NH:15][C@H:10]([C:9]([N:7]1[CH2:8][C@@H:4]([CH2:3][O:2][CH3:1])[CH2:5][C@H:6]1[C:21]1[NH:25][C:24]2[C:26]3[C:31]([CH:32]=[CH:33][C:23]=2[N:22]=1)=[CH:30][C:29]1[C:34]2[C:39]([CH2:40][O:41][C:28]=1[CH:27]=3)=[CH:38][C:37]([C:52]1[NH:56][C:55]([C@@H:57]3[CH2:61][CH2:60][CH2:59][N:58]3[C:62]([O:64][C:65]([CH3:68])([CH3:67])[CH3:66])=[O:63])=[N:54][CH:53]=1)=[CH:36][CH:35]=2)=[O:20])[C@@H:11]([CH3:12])[O:13][CH3:14])=[O:19]. The yield is 0.0700. (7) The reactants are [Li+].[Br-].[CH3:3][O:4][C:5]1[CH:10]=[CH:9][CH:8]=[C:7]([NH2:11])[CH:6]=1.[CH3:12][C:13]1[CH:21]=[CH:20][C:19]2[N:18]([CH2:22][CH:23]3[CH2:25][O:24]3)[C:17]3[CH2:26][CH2:27][N:28]([C:30]([O:32][CH2:33][CH3:34])=[O:31])[CH2:29][C:16]=3[C:15]=2[CH:14]=1. No catalyst specified. The product is [OH:24][CH:23]([CH2:25][NH:11][C:7]1[CH:8]=[CH:9][CH:10]=[C:5]([O:4][CH3:3])[CH:6]=1)[CH2:22][N:18]1[C:19]2[CH:20]=[CH:21][C:13]([CH3:12])=[CH:14][C:15]=2[C:16]2[CH2:29][N:28]([C:30]([O:32][CH2:33][CH3:34])=[O:31])[CH2:27][CH2:26][C:17]1=2. The yield is 0.670. (8) The reactants are [CH3:1][Si:2]([CH3:48])([CH3:47])[CH2:3][CH2:4][O:5][CH2:6][N:7]([CH2:39][O:40][CH2:41][CH2:42][Si:43]([CH3:46])([CH3:45])[CH3:44])[C:8]1[N:13]2[N:14]=[CH:15][C:16]([C:17]3[CH:18]=[N:19][C:20]4[C:25]([CH:26]=3)=[CH:24][CH:23]=[CH:22][CH:21]=4)=[C:12]2[N:11]=[C:10]([CH:27]2[CH2:32][CH2:31][CH:30]([CH2:33][C:34]([O:36][CH2:37][CH3:38])=[O:35])[CH2:29][CH2:28]2)[CH:9]=1.[Br:49]N1C(=O)CCC1=O. The catalyst is C(#N)C. The product is [CH3:44][Si:43]([CH3:46])([CH3:45])[CH2:42][CH2:41][O:40][CH2:39][N:7]([CH2:6][O:5][CH2:4][CH2:3][Si:2]([CH3:1])([CH3:47])[CH3:48])[C:8]1[N:13]2[N:14]=[CH:15][C:16]([C:17]3[CH:18]=[N:19][C:20]4[C:25]([CH:26]=3)=[CH:24][CH:23]=[CH:22][CH:21]=4)=[C:12]2[N:11]=[C:10]([CH:27]2[CH2:32][CH2:31][CH:30]([CH2:33][C:34]([O:36][CH2:37][CH3:38])=[O:35])[CH2:29][CH2:28]2)[C:9]=1[Br:49]. The yield is 0.930. (9) The reactants are [Br:1][C:2]1[CH:7]=[CH:6][C:5]([O:8][CH3:9])=[CH:4][C:3]=1[CH2:10]Br.[OH-:12].[K+]. The catalyst is O. The product is [Br:1][C:2]1[CH:7]=[CH:6][C:5]([O:8][CH3:9])=[CH:4][C:3]=1[CH2:10][CH:4]([CH3:3])[C:5]([OH:8])=[O:12]. The yield is 0.840.